From a dataset of Kir2.1 potassium channel HTS with 301,493 compounds. Binary Classification. Given a drug SMILES string, predict its activity (active/inactive) in a high-throughput screening assay against a specified biological target. The molecule is O=C(N1CCN(CC1)Cc1c2c([nH]c1)cccc2)COc1cc2c(cc1)cccc2. The result is 0 (inactive).